Dataset: Full USPTO retrosynthesis dataset with 1.9M reactions from patents (1976-2016). Task: Predict the reactants needed to synthesize the given product. (1) Given the product [Cl:15][C:16]1[CH:17]=[CH:18][C:19]([C:22]2[CH:27]=[CH:26][C:25]([C:3](=[O:5])[CH2:2][C:1]([O:7][CH2:8][CH3:9])=[O:6])=[CH:24][CH:23]=2)=[CH:20][CH:21]=1, predict the reactants needed to synthesize it. The reactants are: [C:1]([O:7][CH2:8][CH3:9])(=[O:6])[CH2:2][C:3]([O-:5])=O.C([Li])CCC.[Cl:15][C:16]1[CH:21]=[CH:20][C:19]([C:22]2[CH:27]=[CH:26][C:25](C(Cl)=O)=[CH:24][CH:23]=2)=[CH:18][CH:17]=1.Cl. (2) Given the product [F:1][C:2]1[CH:7]=[CH:6][C:5]([NH:8][C:9]([C:11]2[C:20]3[C:15](=[CH:16][C:17]([CH2:21][C:22]4[CH:27]=[C:26]([NH:34][CH3:33])[N:25]=[CH:24][N:23]=4)=[CH:18][CH:19]=3)[CH:14]=[CH:13][CH:12]=2)=[O:10])=[CH:4][C:3]=1[C:29]([F:32])([F:31])[F:30], predict the reactants needed to synthesize it. The reactants are: [F:1][C:2]1[CH:7]=[CH:6][C:5]([NH:8][C:9]([C:11]2[C:20]3[C:15](=[CH:16][C:17]([CH2:21][C:22]4[CH:27]=[C:26](Cl)[N:25]=[CH:24][N:23]=4)=[CH:18][CH:19]=3)[CH:14]=[CH:13][CH:12]=2)=[O:10])=[CH:4][C:3]=1[C:29]([F:32])([F:31])[F:30].[CH3:33][NH2:34]. (3) Given the product [CH2:1]([O:3][C:4]([C:6]1([C:9]2[CH:10]=[CH:11][C:12]([C:15]3[CH:20]=[CH:19][C:18]([C:21]4[S:22][C:23]([F:29])=[CH:24][C:25]=4[NH:34][C:37]([O:66][CH:64]([C:58]4[CH:59]=[C:60]([F:63])[CH:61]=[CH:62][C:57]=4[Cl:56])[CH3:65])=[O:46])=[CH:17][C:16]=3[O:30][CH3:31])=[CH:13][CH:14]=2)[CH2:8][CH2:7]1)=[O:5])[CH3:2], predict the reactants needed to synthesize it. The reactants are: [CH2:1]([O:3][C:4]([C:6]1([C:9]2[CH:14]=[CH:13][C:12]([C:15]3[CH:20]=[CH:19][C:18]([C:21]4[S:22][C:23]([F:29])=[CH:24][C:25]=4C(O)=O)=[CH:17][C:16]=3[O:30][CH3:31])=[CH:11][CH:10]=2)[CH2:8][CH2:7]1)=[O:5])[CH3:2].C([N:34]([CH2:37]C)CC)C.C1(P(N=[N+]=[N-])(C2C=CC=CC=2)=[O:46])C=CC=CC=1.[Cl:56][C:57]1[CH:62]=[CH:61][C:60]([F:63])=[CH:59][C:58]=1[CH:64]([OH:66])[CH3:65]. (4) Given the product [CH:1]1[N:5]=[CH:4][N:3]([CH2:6][C:7]([P:10]([OH:13])([OH:12])=[O:11])([P:10]([OH:13])([OH:12])=[O:11])[OH:9])[CH:2]=1.[OH2:8], predict the reactants needed to synthesize it. The reactants are: [CH:1]1[N:5]=[CH:4][N:3]([CH2:6][C:7]([OH:9])=[O:8])[CH:2]=1.[P:10]([OH:13])([OH:12])[OH:11].P(Cl)(Cl)Cl. (5) Given the product [CH2:1]1[C:9]2[C:4](=[CH:5][C:6]([CH:10]=[O:13])=[CH:7][CH:8]=2)[CH2:3][CH2:2]1, predict the reactants needed to synthesize it. The reactants are: [CH2:1]1[C:9]2[C:4](=[CH:5][C:6]([CH:10]([OH:13])CO)=[CH:7][CH:8]=2)[CH2:3][CH2:2]1.I(O)(=O)(=O)=O.C(O)C. (6) The reactants are: [Cl:1][C:2]1[CH:3]=[C:4]([N:10]([CH2:17][CH:18]2[CH2:20][CH2:19]2)[CH:11]([CH2:15][CH3:16])[C:12]([OH:14])=O)[CH:5]=[CH:6][C:7]=1[C:8]#[N:9].[CH2:21]([NH2:23])[CH3:22]. Given the product [Cl:1][C:2]1[CH:3]=[C:4]([N:10]([CH2:17][CH:18]2[CH2:20][CH2:19]2)[CH:11]([CH2:15][CH3:16])[C:12]([NH:23][CH2:21][CH3:22])=[O:14])[CH:5]=[CH:6][C:7]=1[C:8]#[N:9], predict the reactants needed to synthesize it. (7) Given the product [C:31]([C:30]1[CH:15]([CH2:14][CH:8]2[CH2:7][CH2:6][C:5]3[C:10](=[CH:11][CH:12]=[C:3]([O:2][CH3:1])[CH:4]=3)[C:9]2=[O:13])[CH:16]=[CH:17][N:28]([CH2:27][C:23]2[CH:24]=[CH:25][CH:26]=[C:21]([C:20]([F:34])([F:35])[F:19])[CH:22]=2)[CH:29]=1)(=[O:33])[CH3:32], predict the reactants needed to synthesize it. The reactants are: [CH3:1][O:2][C:3]1[CH:4]=[C:5]2[C:10](=[CH:11][CH:12]=1)[C:9](=[O:13])[CH:8]([CH2:14]/[CH:15]=[CH:16]/[CH:17]=O)[CH2:7][CH2:6]2.[F:19][C:20]([F:35])([F:34])[C:21]1[CH:22]=[C:23]([CH2:27][NH:28][CH:29]=[CH:30][C:31](=[O:33])[CH3:32])[CH:24]=[CH:25][CH:26]=1. (8) The reactants are: BrC1C=CC(S(O[CH2:12][C@@H:13]2[O:27][C:17]3=[C:18]4[C:23](=[CH:24][CH:25]=[C:16]3[O:15][CH2:14]2)[N:22]=[C:21]([CH3:26])[CH:20]=[CH:19]4)(=O)=O)=CC=1.C[N:29]([C:31]1[CH:36]=[CH:35][CH:34]=[CH:33][N:32]=1)[CH3:30].C(=O)(O)[O-].[Na+]. Given the product [CH2:35]1[C:34]2[NH:33][C:32]3[C:17](=[CH:16][CH:25]=[CH:24][CH:23]=3)[C:18]=2[CH2:19][CH:31]([CH2:29][NH:30][CH2:12][C@@H:13]2[O:27][C:17]3=[C:18]4[C:23](=[CH:24][CH:25]=[C:16]3[O:15][CH2:14]2)[N:22]=[C:21]([CH3:26])[CH:20]=[CH:19]4)[CH2:36]1, predict the reactants needed to synthesize it. (9) The reactants are: N#N.C(OC([NH:10][CH:11]([CH2:15][C:16]1[CH:21]=[CH:20][C:19]([O:22][CH3:23])=[CH:18][CH:17]=1)[C:12]([OH:14])=[O:13])=O)(C)(C)C.[ClH:24]. Given the product [ClH:24].[NH2:10][CH:11]([CH2:15][C:16]1[CH:17]=[CH:18][C:19]([O:22][CH3:23])=[CH:20][CH:21]=1)[C:12]([OH:14])=[O:13], predict the reactants needed to synthesize it.